This data is from Catalyst prediction with 721,799 reactions and 888 catalyst types from USPTO. The task is: Predict which catalyst facilitates the given reaction. (1) Reactant: [C:1](O[BH-](OC(=O)C)OC(=O)C)(=O)C.[Na+].C=O.[ClH:17].Cl.[CH:19]([CH:32]1[NH:37][CH2:36][CH2:35][N:34]([CH2:38][C:39]2[CH:44]=[C:43]([N:45]3[C:49]([C:50]([F:53])([F:52])[F:51])=[N:48][N:47]=[N:46]3)[CH:42]=[CH:41][C:40]=2[O:54][CH3:55])[CH2:33]1)([C:26]1[CH:31]=[CH:30][CH:29]=[CH:28][CH:27]=1)[C:20]1[CH:25]=[CH:24][CH:23]=[CH:22][CH:21]=1. Product: [ClH:17].[ClH:17].[CH:19]([CH:32]1[CH2:33][N:34]([CH2:38][C:39]2[CH:44]=[C:43]([N:45]3[C:49]([C:50]([F:53])([F:52])[F:51])=[N:48][N:47]=[N:46]3)[CH:42]=[CH:41][C:40]=2[O:54][CH3:55])[CH2:35][CH2:36][N:37]1[CH3:1])([C:20]1[CH:25]=[CH:24][CH:23]=[CH:22][CH:21]=1)[C:26]1[CH:27]=[CH:28][CH:29]=[CH:30][CH:31]=1. The catalyst class is: 98. (2) Reactant: [OH-].[Li+].[CH:3]1([C@H:8]([NH:13][C:14]([C:16]2[CH:21]=[CH:20][C:19]([F:22])=[CH:18][C:17]=2[NH:23][C:24]([NH:26][C:27]2[C:32]([CH3:33])=[CH:31][C:30]([CH3:34])=[CH:29][C:28]=2[CH3:35])=[O:25])=[O:15])[C:9]([O:11]C)=[O:10])[CH2:7][CH2:6][CH2:5][CH2:4]1.CO.Cl. Product: [CH:3]1([C@H:8]([NH:13][C:14]([C:16]2[CH:21]=[CH:20][C:19]([F:22])=[CH:18][C:17]=2[NH:23][C:24]([NH:26][C:27]2[C:32]([CH3:33])=[CH:31][C:30]([CH3:34])=[CH:29][C:28]=2[CH3:35])=[O:25])=[O:15])[C:9]([OH:11])=[O:10])[CH2:7][CH2:6][CH2:5][CH2:4]1. The catalyst class is: 20.